Predict the reaction yield, written as a fraction of the theoretical maximum amount of product (1.0 means a 100% yield; for example, 0.34 means a 34% yield). From a dataset of Reaction yield outcomes from USPTO patents with 853,638 reactions. (1) The reactants are [C:1]([C@@H:5]1[CH2:10][CH2:9][C@H:8]([OH:11])[CH2:7][CH2:6]1)([CH3:4])([CH3:3])[CH3:2].[CH3:12][S:13](O[S:13]([CH3:12])(=[O:15])=[O:14])(=[O:15])=[O:14].C(N(CC)CC)C. The catalyst is ClCCl. The product is [CH3:12][S:13]([O:11][C@H:8]1[CH2:7][CH2:6][C@@H:5]([C:1]([CH3:4])([CH3:2])[CH3:3])[CH2:10][CH2:9]1)(=[O:15])=[O:14]. The yield is 0.900. (2) The reactants are [NH2:1][C:2]1[N:7]=[CH:6][N:5]=[C:4]([NH:8][C@H:9]([C:11]2[N:16]([C:17]3[CH:22]=[CH:21][CH:20]=[CH:19][CH:18]=3)[C:15](=[O:23])[C:14]3=[C:24]([CH3:27])[CH:25]=[CH:26][N:13]3[N:12]=2)[CH3:10])[C:3]=1[C:28]1[CH:33]=[C:32]([C:34]([F:37])([F:36])[F:35])[N:31]=[C:30]([O:38]C)[CH:29]=1.B(Br)(Br)Br. The catalyst is ClCCl. The product is [NH2:1][C:2]1[N:7]=[CH:6][N:5]=[C:4]([NH:8][C@H:9]([C:11]2[N:16]([C:17]3[CH:22]=[CH:21][CH:20]=[CH:19][CH:18]=3)[C:15](=[O:23])[C:14]3=[C:24]([CH3:27])[CH:25]=[CH:26][N:13]3[N:12]=2)[CH3:10])[C:3]=1[C:28]1[CH:33]=[C:32]([C:34]([F:36])([F:37])[F:35])[N:31]=[C:30]([OH:38])[CH:29]=1. The yield is 0.200. (3) The reactants are [CH3:1][O:2][C:3]1[CH:4]=[C:5](Br)[CH:6]=[C:7]([O:11][CH3:12])[C:8]=1[O:9][CH3:10].[Li]CCCC.[P:19](Cl)([C:26]1[CH:31]=[CH:30][CH:29]=[CH:28][CH:27]=1)[C:20]1[CH:25]=[CH:24][CH:23]=[CH:22][CH:21]=1. The catalyst is C1COCC1. The product is [CH3:1][O:2][C:3]1[CH:4]=[C:5]([P:19]([C:26]2[CH:27]=[CH:28][CH:29]=[CH:30][CH:31]=2)[C:20]2[CH:25]=[CH:24][CH:23]=[CH:22][CH:21]=2)[CH:6]=[C:7]([O:11][CH3:12])[C:8]=1[O:9][CH3:10]. The yield is 0.800. (4) The reactants are C(N(CC)CC)C.Cl[C:9]1[C:14]([CH:15]=O)=[C:13]([Cl:17])[N:12]=[CH:11][N:10]=1.Cl.Cl.[CH2:20]([NH:27][NH2:28])[C:21]1[CH:26]=[CH:25][CH:24]=[CH:23][CH:22]=1. The catalyst is C1COCC1. The product is [CH2:20]([N:27]1[C:9]2=[N:10][CH:11]=[N:12][C:13]([Cl:17])=[C:14]2[CH:15]=[N:28]1)[C:21]1[CH:26]=[CH:25][CH:24]=[CH:23][CH:22]=1. The yield is 0.723. (5) The reactants are [Cl:1][C:2]1[N:7]=[CH:6][C:5]([NH:8][CH3:9])=[C:4]([C:10]2[CH:15]=[CH:14][CH:13]=[CH:12][C:11]=2[Cl:16])[CH:3]=1.[Cl:17][C:18]1[CH:19]=[C:20]([C:25]([CH3:30])([CH3:29])[C:26](Cl)=[O:27])[CH:21]=[C:22]([Cl:24])[CH:23]=1.C1(C)C=CC=CC=1. The catalyst is C([O-])(O)=O.[Na+]. The product is [Cl:1][C:2]1[N:7]=[CH:6][C:5]([N:8]([CH3:9])[C:26](=[O:27])[C:25]([C:20]2[CH:19]=[C:18]([Cl:17])[CH:23]=[C:22]([Cl:24])[CH:21]=2)([CH3:30])[CH3:29])=[C:4]([C:10]2[CH:15]=[CH:14][CH:13]=[CH:12][C:11]=2[Cl:16])[CH:3]=1. The yield is 0.850. (6) The reactants are Cl[C:2]1[CH:7]=[C:6]([C:8]([F:11])([F:10])[F:9])[N:5]=[C:4]([C:12]2[CH:17]=[CH:16][CH:15]=[C:14]([Cl:18])[CH:13]=2)[CH:3]=1.[CH2:19]([O:21][C:22](=[O:31])[CH2:23][C:24]1[CH:29]=[CH:28][C:27]([NH2:30])=[CH:26][CH:25]=1)[CH3:20].C1C=CC(P(C2C(C3C(P(C4C=CC=CC=4)C4C=CC=CC=4)=CC=C4C=3C=CC=C4)=C3C(C=CC=C3)=CC=2)C2C=CC=CC=2)=CC=1.C(=O)([O-])[O-].[Cs+].[Cs+]. The catalyst is O1CCOCC1.C([O-])(=O)C.[Pd+2].C([O-])(=O)C. The product is [Cl:18][C:14]1[CH:13]=[C:12]([C:4]2[CH:3]=[C:2]([NH:30][C:27]3[CH:26]=[CH:25][C:24]([CH2:23][C:22]([O:21][CH2:19][CH3:20])=[O:31])=[CH:29][CH:28]=3)[CH:7]=[C:6]([C:8]([F:11])([F:10])[F:9])[N:5]=2)[CH:17]=[CH:16][CH:15]=1. The yield is 0.280. (7) The reactants are [O:1]=[C:2]1[CH2:10][C:9]2[C:4](=[CH:5][C:6]([C:11]([C:13]3[CH:18]=[CH:17][C:16]([NH:19][C:20]([C:22]4[N:23]([CH3:28])[N:24]=[C:25]([CH3:27])[CH:26]=4)=[O:21])=[CH:15][CH:14]=3)=[O:12])=[CH:7][CH:8]=2)[NH:3]1.[CH:29](OCC)=[O:30].[O-]CC.[Na+].Cl. The catalyst is C(O)C. The product is [OH:30][CH:29]=[C:10]1[C:9]2[C:4](=[CH:5][C:6]([C:11]([C:13]3[CH:18]=[CH:17][C:16]([NH:19][C:20]([C:22]4[N:23]([CH3:28])[N:24]=[C:25]([CH3:27])[CH:26]=4)=[O:21])=[CH:15][CH:14]=3)=[O:12])=[CH:7][CH:8]=2)[NH:3][C:2]1=[O:1]. The yield is 0.940. (8) The reactants are Br[C:2]1[N:7]=[N:6][C:5]([NH2:8])=[N:4][C:3]=1[C:9]1[CH:14]=[CH:13][CH:12]=[CH:11][CH:10]=1.[CH3:15][CH:16]1[CH2:21][CH2:20][CH2:19][NH:18][CH2:17]1. No catalyst specified. The product is [CH3:15][CH:16]1[CH2:21][CH2:20][CH2:19][N:18]([C:2]2[N:7]=[N:6][C:5]([NH2:8])=[N:4][C:3]=2[C:9]2[CH:14]=[CH:13][CH:12]=[CH:11][CH:10]=2)[CH2:17]1. The yield is 0.140.